Task: Predict the reaction yield, written as a fraction of the theoretical maximum amount of product (1.0 means a 100% yield; for example, 0.34 means a 34% yield).. Dataset: Reaction yield outcomes from USPTO patents with 853,638 reactions (1) The reactants are C(N(CC)CC)C.[CH3:8][N:9]1[C:17]2[C:12](=[CH:13][CH:14]=[CH:15][CH:16]=2)[C:11]([CH:18]=[O:19])=[N:10]1.[CH:20](=[N:27][C:28]1[CH:33]=[C:32]([O:34][CH3:35])[CH:31]=[C:30]([O:36][CH3:37])[CH:29]=1)[C:21]1[CH:26]=[CH:25][CH:24]=[CH:23][CH:22]=1. The catalyst is [Cl-].C([N+]1C(C)=C(CCO)SC=1)C1C=CC=CC=1.C(O)C. The product is [CH3:37][O:36][C:30]1[CH:29]=[C:28]([NH:27][CH:20]([C:21]2[CH:26]=[CH:25][CH:24]=[CH:23][CH:22]=2)[C:18]([C:11]2[C:12]3[C:17](=[CH:16][CH:15]=[CH:14][CH:13]=3)[N:9]([CH3:8])[N:10]=2)=[O:19])[CH:33]=[C:32]([O:34][CH3:35])[CH:31]=1. The yield is 0.0200. (2) The reactants are [CH3:1][N:2]([CH3:5])[CH:3]=[O:4].CN1[C:11](=[O:12])[CH2:10][S:9]C1=O.P(Cl)(Cl)([Cl:16])=O. No catalyst specified. The product is [Cl:16][C:1]1[N:2]([CH3:5])[C:3](=[O:4])[S:9][C:10]=1[CH:11]=[O:12]. The yield is 0.790.